From a dataset of Reaction yield outcomes from USPTO patents with 853,638 reactions. Predict the reaction yield, written as a fraction of the theoretical maximum amount of product (1.0 means a 100% yield; for example, 0.34 means a 34% yield). The reactants are [ClH:1].N[C:3]1[CH:4]=[CH:5][CH:6]=[C:7]2[C:12]=1[NH:11][C:10](=[O:13])[CH:9]=[CH:8]2.N([O-])=O.[Na+].[S:18](=[O:20])=[O:19]. The catalyst is C(O)(=O)C.C(#N)C.O.O.[Cu](Cl)Cl. The product is [O:13]=[C:10]1[CH:9]=[CH:8][C:7]2[C:12](=[C:3]([S:18]([Cl:1])(=[O:20])=[O:19])[CH:4]=[CH:5][CH:6]=2)[NH:11]1. The yield is 0.350.